This data is from Full USPTO retrosynthesis dataset with 1.9M reactions from patents (1976-2016). The task is: Predict the reactants needed to synthesize the given product. Given the product [Cl:14][C:13]1[C:8]([C:7]2[N:6]=[C:5]([NH:16][CH2:17][CH:18]3[CH2:23][CH2:22][O:21][CH2:20][CH2:19]3)[CH:4]=[N:3][C:2]=2[CH3:24])=[CH:9][C:10]([F:15])=[N:11][CH:12]=1, predict the reactants needed to synthesize it. The reactants are: Cl[C:2]1[N:3]=[CH:4][C:5]([NH:16][CH2:17][CH:18]2[CH2:23][CH2:22][O:21][CH2:20][CH2:19]2)=[N:6][C:7]=1[C:8]1[C:13]([Cl:14])=[CH:12][N:11]=[C:10]([F:15])[CH:9]=1.[C:24]([O-])([O-])=O.[Na+].[Na+].CB(O)O.C(Cl)Cl.